Dataset: Retrosynthesis with 50K atom-mapped reactions and 10 reaction types from USPTO. Task: Predict the reactants needed to synthesize the given product. (1) Given the product COC(c1cccc2c1CCC2O[Si](C)(C)C(C)(C)C)C(F)F, predict the reactants needed to synthesize it. The reactants are: CC(C)(C)[Si](C)(C)OC1CCc2c1cccc2C(O)C(F)F.CI. (2) Given the product CC(C)(C)OC(=O)NC[C@H]1CC[C@H](C=O)CC1, predict the reactants needed to synthesize it. The reactants are: CC(C)(C)OC(=O)NC[C@H]1CC[C@H](CO)CC1. (3) The reactants are: COc1cc(-c2cc(COC3CCN(C(=O)OCc4ccccc4)CC3)ccn2)cc(OC)c1OC. Given the product COc1cc(-c2cc(COC3CCNCC3)ccn2)cc(OC)c1OC, predict the reactants needed to synthesize it. (4) Given the product CC(C)(C)OC(=O)N(CCc1ccc(-c2ccc3cc(C(=O)O)ccc3c2)cc1)C[C@H](O)c1cccc(Cl)c1, predict the reactants needed to synthesize it. The reactants are: COC(=O)c1ccc2cc(-c3ccc(CCN(C[C@H](O)c4cccc(Cl)c4)C(=O)OC(C)(C)C)cc3)ccc2c1. (5) Given the product CCN(CC)CCN1CCc2[nH]c(C=C3C(=O)Nc4ccc(-c5ccc(OC)cc5)cc43)c(C)c2C1=O, predict the reactants needed to synthesize it. The reactants are: CCN(CC)CCN1CCc2[nH]c(C=O)c(C)c2C1=O.COc1ccc(-c2ccc3c(c2)CC(=O)N3)cc1. (6) The reactants are: CCc1ccc(C(Br)COc2ccc(C=O)cc2)nc1.O=C1CSC(=O)N1. Given the product CCc1ccc(C(Br)COc2ccc(C=C3SC(=O)NC3=O)cc2)nc1, predict the reactants needed to synthesize it.